This data is from Catalyst prediction with 721,799 reactions and 888 catalyst types from USPTO. The task is: Predict which catalyst facilitates the given reaction. (1) Reactant: [CH3:1][C:2]1[CH:7]=[CH:6][CH:5]=[CH:4][C:3]=1[OH:8].[H-].[Na+].FC(F)(F)S(O[C:17]1[C:26]2[C:25](=[O:27])[N:24]([CH2:28][C:29]3[CH:34]=[CH:33][C:32]([O:35][CH3:36])=[CH:31][CH:30]=3)[C:23](=[O:37])[N:22]([C:38]3[CH:43]=[CH:42][C:41]([I:44])=[CH:40][C:39]=3[F:45])[C:21]=2[N:20]([CH3:46])[C:19](=[O:47])[CH:18]=1)(=O)=O. Product: [CH3:1][C:2]1[CH:7]=[CH:6][CH:5]=[CH:4][C:3]=1[O:8][C:17]1[C:26]2[C:25](=[O:27])[N:24]([CH2:28][C:29]3[CH:30]=[CH:31][C:32]([O:35][CH3:36])=[CH:33][CH:34]=3)[C:23](=[O:37])[N:22]([C:38]3[CH:43]=[CH:42][C:41]([I:44])=[CH:40][C:39]=3[F:45])[C:21]=2[N:20]([CH3:46])[C:19](=[O:47])[CH:18]=1. The catalyst class is: 7. (2) Product: [C:15]1([S:12]([N:8]2[C:4]3[N:5]=[CH:6][N:7]=[C:2]([Cl:1])[C:3]=3[CH:10]=[C:9]2[C:31]2[CH:30]=[N:29][N:28]([CH3:27])[CH:32]=2)(=[O:14])=[O:13])[CH:20]=[CH:19][CH:18]=[CH:17][CH:16]=1. Reactant: [Cl:1][C:2]1[C:3]2[CH:10]=[C:9](I)[N:8]([S:12]([C:15]3[CH:20]=[CH:19][CH:18]=[CH:17][CH:16]=3)(=[O:14])=[O:13])[C:4]=2[N:5]=[CH:6][N:7]=1.C(=O)([O-])[O-].[K+].[K+].[CH3:27][N:28]1[CH:32]=[C:31](B2OC(C)(C)C(C)(C)O2)[CH:30]=[N:29]1.COCCOC. The catalyst class is: 257.